Dataset: Experimentally validated miRNA-target interactions with 360,000+ pairs, plus equal number of negative samples. Task: Binary Classification. Given a miRNA mature sequence and a target amino acid sequence, predict their likelihood of interaction. (1) The miRNA is hsa-miR-5581-3p with sequence UUCCAUGCCUCCUAGAAGUUCC. The protein sequence of the target gene is MDVMDGCQFSPSEYFYDGSCIPSPEGEFGDEFVPRVAAFGAHKAELQGSDEDEHVRAPTGHHQAGHCLMWACKACKRKSTTMDRRKAATMRERRRLKKVNQAFETLKRCTTTNPNQRLPKVEILRNAIRYIESLQELLREQVENYYSLPGQSCSEPTSPTSNCSDGMPECNSPVWSRKSSTFDSIYCPDVSNVYATDKNSLSSLDCLSNIVDRITSSEQPGLPLQDLASLSPVASTDSQPATPGASSSRLIYHVL. Result: 0 (no interaction). (2) The miRNA is mmu-miR-1961 with sequence UGAGGUAGUAGUUAGAA. The protein sequence of the target gene is MIYGRSLFHIIASLIILHSSGATKKGTEKQITPETQKSVQCGTWTKHAEGGVFTSPNYPSKYPPDRECVYIIEAAPRQCIELYFDEKYSIEPSWECKFDHIEVRDGPFGFSPIIGRFCGQQNPPVIKSSGRFLWIKFFADGELESMGFSARYNFTPDPDFKDLGVLKPLPACEFEMGGPEGIVESIQILKEGKASASEAVDCKWYIRAPPRSKIYLRFLDYEMQNSNECKRNFVAVYDGSSSVEDLKAKFCSTVANDVMLRTGLGVIRMWADEGSRNSRFQMLFTSFQEPPCEGNTFFCH.... Result: 0 (no interaction). (3) The miRNA is hsa-miR-15a-3p with sequence CAGGCCAUAUUGUGCUGCCUCA. The protein sequence of the target gene is MGRLDGKVIILTAAAQGIGQAAALAFAREGAKVIATDINESKLQELEKYPGIQTRVLDVTKKKQIDQFANEVERLDVLFNVAGFVHHGTVLDCEEKDWDFSMNLNVRSMYLMIKAFLPKMLAQKSGNIINMSSVASSVKGVVNRCVYSTTKAAVIGLTKSVAADFIQQGIRCNCVCPGTVDTPSLQERIQARGNPEEARNDFLKRQKTGRFATAEEIAMLCVYLASDESAYVTGNPVIIDGGWSL. Result: 0 (no interaction). (4) The miRNA is hsa-miR-4659a-5p with sequence CUGCCAUGUCUAAGAAGAAAAC. The protein sequence of the target gene is MFGIQESIQRSGSSMKEEPLGSGMNAVRTWMQGAGVLDANTAAQSGVGLARAHFEKQPPSNLRKSNFFHFVLALYDRQGQPVEIERTAFVGFVEKEKEANSEKTNNGIHYRLQLLYSNGIRTEQDFYVRLIDSMTKQAIVYEGQDKNPEMCRVLLTHEIMCSRCCDKKSCGNRNETPSDPVIIDRFFLKFFLKCNQNCLKNAGNPRDMRRFQVVVSTTVNVDGHVLAVSDNMFVHNNSKHGRRARRLDPSEGTPSYLEHATPCIKAISPSEGWTTGGATVIIIGDNFFDGLQVIFGTMLV.... Result: 1 (interaction). (5) The miRNA is hsa-miR-6882-3p with sequence UGCUGCCUCUCCUCUUGCCUGCAG. The protein sequence of the target gene is MDVFQEGLAMVVQDPLLCDLPIQVTLEEVNSQIALEYGQAMTVRVCKMDGEVMPVVVVQSATVLDLKKAIQRYVQLKQEREGGIQHISWSYVWRTYHLTSAGEKLTEDRKKLRDYGIRNRDEVSFIKKLRQK. Result: 1 (interaction). (6) The miRNA is mmu-let-7b-5p with sequence UGAGGUAGUAGGUUGUGUGGUU. The protein sequence of the target gene is MKQPIMADGPRCKRRKQANPRRKNVVNYDNVVDAGSETDEEDKLHIAEDDSLANPLDQDTSPASMPNHESSPHMSQGLLPREEEEEELRESVVEHSWHSGEILQASVAGPEEMKEDYDAMGPEATIQTTINNGTVKNANCTSDFEEYFAKRKLEERDGHAVSIEEYLQRSDTAIIYPEAPEELSRLGTPEANGQEENDLPPGTPDAFAQLLTCPYCDRGYKRLTSLKEHIKYRHEKNEENFSCPLCSYTFAYRTQLERHMVTHKPGTDQHQMLTQGAGNRKFKCTECGKAFKYKHHLKEH.... Result: 1 (interaction). (7) The miRNA is hsa-miR-548au-3p with sequence UGGCAGUUACUUUUGCACCAG. The protein sequence of the target gene is MEPAQQPPPQPAPQGPAPPSVSPAGTPAAPPAPPAGHQVVHVRGDSETDLEALFNAVMNPKTANVPQTVPMRLRKLPDSFFKPPEPKSHSRQASTDAGTAGALTPQHVRAHSSPASLQLGAVSPGTLTASGVVSGPAAAPAAQHLRQSSFEIPDDVPLPAGWEMAKTSSGQRYFLNHNDQTTTWQDPRKAMLSQLNVPAPASPAVPQTLMNSASGPLPDGWEQAMTQDGEVYYINHKNKTTSWLDPRLDPRFAMNQRITQSAPVKQPPPLAPQSPQGGVLGGGSSNQQQQIQLQQLQMEK.... Result: 0 (no interaction). (8) The miRNA is hsa-miR-486-3p with sequence CGGGGCAGCUCAGUACAGGAU. The protein sequence of the target gene is MPLEQRSQHCKPEEGLEARGEALGLVGAQAPATEEQEAASSSSTLVEVTLGEVPAAESPDPPQSPQGASSLPTTMNYPLWSQSYEDSSNQEEEGPSTFPDLESEFQAALSRKVAELVHFLLLKYRAREPVTKAEMLGSVVGNWQYFFPVIFSKASSSLQLVFGIELMEVDPIGHLYIFATCLGLSYDGLLGDNQIMPKAGLLIIVLAIIAREGDCAPEEKIWEELSVLEVFEGREDSILGDPKKLLTQHFVQENYLEYRQVPGSDPACYEFLWGPRALVETSYVKVLHHMVKISGGPHIS.... Result: 0 (no interaction). (9) The miRNA is hsa-miR-505-3p with sequence CGUCAACACUUGCUGGUUUCCU. The protein sequence of the target gene is MPQLNGGGGDDLGANDELISFKDEGEQEEKSSENSSAERDLADVKSSLVNESETNQNSSSDSEAERRPPPRSESFRDKSRESLEEAAKRQDGGLFKGPPYPGYPFIMIPDLTSPYLPNGSLSPTARTLHFQSGSTHYSAYKTIEHQIAVQYLQMKWPLLDVQAGSLQSRQALKDARSPSPAHIVSNKVPVVQHPHHVHPLTPLITYSNEHFTPGNPPPHLPADVDPKTGIPRPPHPPDISPYYPLSPGTVGQIPHPLGWLVPQQGQPVYPITTGGFRHPYPTALTVNASMSRFPPHMVPP.... Result: 1 (interaction).